Task: Predict the product of the given reaction.. Dataset: Forward reaction prediction with 1.9M reactions from USPTO patents (1976-2016) (1) Given the reactants Cl.[CH3:2][CH:3]([CH3:11])[CH2:4][CH:5]1[CH2:10][NH:9][CH2:8][CH2:7][NH:6]1.[Cl:12][C:13]1[CH:14]=[C:15]2[C:19](=[CH:20][CH:21]=1)[N:18]([S:22]([C:25]1[CH:30]=[CH:29][CH:28]=[CH:27][CH:26]=1)(=[O:24])=[O:23])[C:17]([S:31](Cl)(=[O:33])=[O:32])=[CH:16]2.C(N(CC)CC)C, predict the reaction product. The product is: [Cl:12][C:13]1[CH:14]=[C:15]2[C:19](=[CH:20][CH:21]=1)[N:18]([S:22]([C:25]1[CH:30]=[CH:29][CH:28]=[CH:27][CH:26]=1)(=[O:23])=[O:24])[C:17]([S:31]([N:9]1[CH2:8][CH2:7][NH:6][CH:5]([CH2:4][CH:3]([CH3:11])[CH3:2])[CH2:10]1)(=[O:33])=[O:32])=[CH:16]2. (2) Given the reactants Br[C:2]1[CH:3]=[C:4]([NH2:13])[C:5]([NH:8][C:9]([CH3:12])([CH3:11])[CH3:10])=[CH:6][CH:7]=1.[B:14]1([B:14]2[O:18][C:17]([CH3:20])([CH3:19])[C:16]([CH3:22])([CH3:21])[O:15]2)[O:18][C:17]([CH3:20])([CH3:19])[C:16]([CH3:22])([CH3:21])[O:15]1.CC([O-])=O.[K+].O, predict the reaction product. The product is: [C:9]([NH:8][C:5]1[C:4]([NH2:13])=[CH:3][C:2]([B:14]2[O:18][C:17]([CH3:20])([CH3:19])[C:16]([CH3:22])([CH3:21])[O:15]2)=[CH:7][CH:6]=1)([CH3:12])([CH3:11])[CH3:10]. (3) Given the reactants [NH2:1][CH2:2][CH2:3][CH2:4][CH2:5][CH2:6][NH:7][C:8]([CH2:10][CH2:11][N:12]1[CH2:17][CH2:16][CH:15]([O:18][C:19](=[O:33])[NH:20][C:21]2[CH:26]=[CH:25][CH:24]=[CH:23][C:22]=2[C:27]2[CH:32]=[CH:31][CH:30]=[CH:29][CH:28]=2)[CH2:14][CH2:13]1)=[O:9].[CH3:34][N:35]([CH3:49])[CH2:36][CH2:37][CH2:38][O:39][C:40]1[CH:45]=[CH:44][C:43]([CH2:46]C=O)=[CH:42][CH:41]=1.[BH-](OC(C)=O)(OC(C)=O)OC(C)=O.[Na+], predict the reaction product. The product is: [CH3:49][N:35]([CH3:34])[CH2:36][CH2:37][CH2:38][O:39][C:40]1[CH:41]=[CH:42][C:43]([CH2:46][NH:1][CH2:2][CH2:3][CH2:4][CH2:5][CH2:6][NH:7][C:8]([CH2:10][CH2:11][N:12]2[CH2:13][CH2:14][CH:15]([O:18][C:19](=[O:33])[NH:20][C:21]3[CH:26]=[CH:25][CH:24]=[CH:23][C:22]=3[C:27]3[CH:28]=[CH:29][CH:30]=[CH:31][CH:32]=3)[CH2:16][CH2:17]2)=[O:9])=[CH:44][CH:45]=1. (4) Given the reactants [Cl:1][C:2]1[C:7]([C:8]([O:10][CH3:11])=[O:9])=[C:6](Cl)[N:5]=[CH:4][N:3]=1.[F:13][C:14]1[CH:19]=[C:18]([F:20])[CH:17]=[CH:16][C:15]=1[CH2:21][OH:22].[H-].[Na+].O, predict the reaction product. The product is: [Cl:1][C:2]1[C:7]([C:8]([O:10][CH3:11])=[O:9])=[C:6]([O:22][CH2:21][C:15]2[CH:16]=[CH:17][C:18]([F:20])=[CH:19][C:14]=2[F:13])[N:5]=[CH:4][N:3]=1. (5) Given the reactants [C:4]([OH:6])(=[O:5])/[CH:3]=[CH:3]/[C:4]([OH:6])=[O:5].[C:9]([O:15]C)([O:13][CH3:14])(OC)[CH3:10].O.[C:18]1(C)C=CC=CC=1, predict the reaction product. The product is: [C:4]([O:6][CH3:18])(=[O:5])/[CH:3]=[CH:10]/[C:9]([O:13][CH3:14])=[O:15]. (6) Given the reactants [CH2:1]([CH:3]1[CH2:7][CH:6]([C:8](OC)=[O:9])[CH2:5][CH:4]1[C:12]([OH:14])=[O:13])[CH3:2].[Li+].[BH4-].O, predict the reaction product. The product is: [CH2:1]([CH:3]1[CH2:7][CH:6]([CH2:8][OH:9])[CH2:5][CH:4]1[C:12]([OH:14])=[O:13])[CH3:2].